Dataset: Catalyst prediction with 721,799 reactions and 888 catalyst types from USPTO. Task: Predict which catalyst facilitates the given reaction. (1) Reactant: C(O[BH-](OC(=O)C)OC(=O)C)(=O)C.[Na+].[OH:15][C@H:16]1[CH2:36][CH2:35][C@@:34]2([CH3:37])[CH:18]([CH2:19][CH2:20][C:21]3[C:22]4[C@:30]([CH3:38])([CH2:31][CH2:32][C:33]=32)[C@@H:25]([C@H:26]([CH3:29])[CH:27]=O)[CH2:24][CH:23]=4)[C:17]1([CH3:40])[CH3:39].[NH:41]1[CH2:46][CH2:45][S:44][CH2:43][CH2:42]1.C(=O)(O)[O-].[Na+]. Product: [N:41]1([CH2:27][C@H:26]([C@@H:25]2[C@:30]3([CH3:38])[C:22]([C:21]4[CH2:20][CH2:19][C@@H:18]5[C@:34]([C:33]=4[CH2:32][CH2:31]3)([CH3:37])[CH2:35][CH2:36][C@H:16]([OH:15])[C:17]5([CH3:39])[CH3:40])=[CH:23][CH2:24]2)[CH3:29])[CH2:46][CH2:45][S:44][CH2:43][CH2:42]1. The catalyst class is: 7. (2) Reactant: [O:1]=[C:2]([CH3:10])[CH2:3]P(=O)(OC)OC.[OH-].[K+].[O:13]1[CH2:17][CH2:16][CH:15]([CH:18]=O)[CH2:14]1. Product: [O:13]1[CH2:17][CH2:16][CH:15]([CH:18]=[CH:3][C:2](=[O:1])[CH3:10])[CH2:14]1. The catalyst class is: 97. (3) Reactant: [C:1]1(=[O:7])[CH2:6][CH2:5][CH2:4][CH2:3][CH2:2]1.II.Br[CH2:11][C:12]([O:14][CH2:15][CH3:16])=[O:13].S(=O)(=O)(O)O. Product: [CH2:15]([O:14][C:12](=[O:13])[CH2:11][C:1]1([OH:7])[CH2:6][CH2:5][CH2:4][CH2:3][CH2:2]1)[CH3:16]. The catalyst class is: 324. (4) Reactant: [CH3:1][N:2]1[CH2:6][C:5](=[O:7])[N:4]([CH2:8][C:9]2[CH:10]=[C:11]([C:15]3[CH:19]=[C:18]([CH2:20][CH:21]([CH3:23])[CH3:22])[S:17][C:16]=3[S:24]([NH:27]C(C)(C)C)(=[O:26])=[O:25])[CH:12]=[CH:13][CH:14]=2)[C:3]1=[O:32].B(Cl)(Cl)Cl.N1(C2C=CC=CN=2)CCCC1.Cl[C:49]([O:51][CH2:52][CH2:53][CH2:54][CH3:55])=[O:50].C(O)(=O)CC(CC(O)=O)(C(O)=O)O. Product: [CH2:52]([O:51][C:49]([NH:27][S:24]([C:16]1[S:17][C:18]([CH2:20][CH:21]([CH3:23])[CH3:22])=[CH:19][C:15]=1[C:11]1[CH:12]=[CH:13][CH:14]=[C:9]([CH2:8][N:4]2[C:5](=[O:7])[CH2:6][N:2]([CH3:1])[C:3]2=[O:32])[CH:10]=1)(=[O:26])=[O:25])=[O:50])[CH2:53][CH2:54][CH3:55]. The catalyst class is: 2. (5) Reactant: CC([O-])(C)C.[Na+].[NH2:7][C:8]1[CH2:9][N:10]([CH2:19][C:20]2[CH:25]=[CH:24][CH:23]=[CH:22][CH:21]=2)[CH2:11][CH2:12][C:13]=1[C:14]([O:16]CC)=O.[CH3:26][O:27][CH:28]([O:34]C)[CH2:29][C:30](OC)=O. Product: [CH3:26][O:27][C:28]([C:29]1[CH:30]=[N:7][C:8]2[CH2:9][N:10]([CH2:19][C:20]3[CH:21]=[CH:22][CH:23]=[CH:24][CH:25]=3)[CH2:11][CH2:12][C:13]=2[C:14]=1[OH:16])=[O:34]. The catalyst class is: 1. (6) The catalyst class is: 39. Reactant: [Cl:1][C:2]1[N:3]=[CH:4][C:5]2[C:10]([CH:11]=1)=[CH:9][C:8]([C:12]#[CH:13])=[CH:7][CH:6]=2.[N:14]([Si](C)(C)C)=[N+:15]=[N-:16]. Product: [Cl:1][C:2]1[N:3]=[CH:4][C:5]2[C:10]([CH:11]=1)=[CH:9][C:8]([C:12]1[CH:13]=[N:16][NH:15][N:14]=1)=[CH:7][CH:6]=2. (7) Reactant: [C:1]1([C:7]2[CH:12]=[C:11]([C:13]3[CH:18]=[CH:17][CH:16]=[CH:15][CH:14]=3)[N:10]=[C:9]([O:19][CH2:20][CH2:21][CH2:22][CH2:23][C:24]([C:27]3[N:28]=[N:29][N:30]([CH2:32][CH2:33][CH2:34][CH2:35][C:36]([O:38]CC)=[O:37])[N:31]=3)([CH3:26])[CH3:25])[CH:8]=2)[CH:6]=[CH:5][CH:4]=[CH:3][CH:2]=1.[Li+].[OH-]. Product: [C:1]1([C:7]2[CH:12]=[C:11]([C:13]3[CH:14]=[CH:15][CH:16]=[CH:17][CH:18]=3)[N:10]=[C:9]([O:19][CH2:20][CH2:21][CH2:22][CH2:23][C:24]([C:27]3[N:28]=[N:29][N:30]([CH2:32][CH2:33][CH2:34][CH2:35][C:36]([OH:38])=[O:37])[N:31]=3)([CH3:26])[CH3:25])[CH:8]=2)[CH:2]=[CH:3][CH:4]=[CH:5][CH:6]=1. The catalyst class is: 1.